Dataset: Full USPTO retrosynthesis dataset with 1.9M reactions from patents (1976-2016). Task: Predict the reactants needed to synthesize the given product. (1) Given the product [C:1]([O:5][C:6](=[O:18])[NH:7][C@@H:8]([C:12]1[CH:17]=[CH:16][CH:15]=[CH:14][CH:13]=1)[CH:9]([OH:11])[CH3:10])([CH3:2])([CH3:3])[CH3:4], predict the reactants needed to synthesize it. The reactants are: [C:1]([O:5][C:6](=[O:18])[NH:7][C@@H:8]([C:12]1[CH:17]=[CH:16][CH:15]=[CH:14][CH:13]=1)[C:9](=[O:11])[CH3:10])([CH3:4])([CH3:3])[CH3:2].[BH4-].[Na+]. (2) The reactants are: [Cl-].[S:2]1[CH:6]=[CH:5][CH:4]=[C:3]1[CH2:7][P+](C1C=CC=CC=1)(C1C=CC=CC=1)C1C=CC=CC=1.[Li]C1C=CC=CC=1.[CH:34]([C:36]1[CH:41]=[CH:40][C:39]([CH2:42][NH:43][CH2:44][CH2:45][O:46][C:47](=[O:52])[C:48]([CH3:51])([CH3:50])[CH3:49])=[CH:38][C:37]=1[O:53][CH3:54])=O. Given the product [CH3:54][O:53][C:37]1[CH:38]=[C:39]([CH2:42][NH:43][CH2:44][CH2:45][O:46][C:47](=[O:52])[C:48]([CH3:51])([CH3:50])[CH3:49])[CH:40]=[CH:41][C:36]=1[CH:34]=[CH:7][C:3]1[S:2][CH:6]=[CH:5][CH:4]=1, predict the reactants needed to synthesize it. (3) Given the product [C:1]([O:5][C:6]([N:8]1[CH:13]=[C:12]([C:42]2[CH:47]=[CH:46][C:45]([C:48](=[O:50])[NH2:49])=[C:44]([C:51]3[CH:56]=[CH:55][C:54]([O:57][C:58]4[CH:63]=[CH:62][CH:61]=[CH:60][CH:59]=4)=[CH:53][CH:52]=3)[N:43]=2)[CH2:11][CH2:10][CH2:9]1)=[O:7])([CH3:2])([CH3:3])[CH3:4], predict the reactants needed to synthesize it. The reactants are: [C:1]([O:5][C:6]([N:8]1[CH:13]=[C:12](B2OC(C)(C)C(C)(C)O2)[CH2:11][CH2:10][CH2:9]1)=[O:7])([CH3:4])([CH3:3])[CH3:2].C([O-])([O-])=O.[Cs+].[Cs+].C(OC(N1CCC([C:42]2[CH:47]=[CH:46][C:45]([C:48](=[O:50])[NH2:49])=[C:44]([C:51]3[CH:56]=[CH:55][C:54]([O:57][C:58]4[CH:63]=[CH:62][CH:61]=[CH:60][CH:59]=4)=[CH:53][CH:52]=3)[N:43]=2)=CC1)=O)(C)(C)C.C(Cl)Cl. (4) Given the product [Br:1][C:2]1[CH:3]=[C:4]2[C:10]([C:18]([C:17]3[CH:21]=[C:22]([Cl:11])[CH:23]=[C:24]([N+:25]([O-:27])=[O:26])[C:16]=3[F:15])=[O:19])=[CH:9][NH:8][C:5]2=[N:6][CH:7]=1, predict the reactants needed to synthesize it. The reactants are: [Br:1][C:2]1[CH:3]=[C:4]2[CH:10]=[CH:9][NH:8][C:5]2=[N:6][CH:7]=1.[Cl-:11].[Al+3].[Cl-].[Cl-].[F:15][C:16]1[C:24]([N+:25]([O-:27])=[O:26])=[CH:23][CH:22]=[CH:21][C:17]=1[C:18](Cl)=[O:19]. (5) Given the product [C:31]1([S:37]([N:14]([CH2:13][C:12]2[N:8]([CH2:7][C:6]3[CH:5]=[CH:4][C:3]([C:1]#[N:2])=[CH:30][CH:29]=3)[CH:9]=[N:10][CH:11]=2)[C:15]2[CH:28]=[CH:27][C:18]3[S:19][C:20]([C:22]([O:24][CH3:25])=[O:23])=[CH:21][C:17]=3[CH:16]=2)(=[O:39])=[O:38])[CH:36]=[CH:35][CH:34]=[CH:33][CH:32]=1, predict the reactants needed to synthesize it. The reactants are: [C:1]([C:3]1[CH:30]=[CH:29][C:6]([CH2:7][N:8]2[C:12]([CH2:13][NH:14][C:15]3[CH:28]=[CH:27][C:18]4[S:19][C:20]([C:22]([O:24][CH2:25]C)=[O:23])=[CH:21][C:17]=4[CH:16]=3)=[CH:11][N:10]=[CH:9]2)=[CH:5][CH:4]=1)#[N:2].[C:31]1([S:37](Cl)(=[O:39])=[O:38])[CH:36]=[CH:35][CH:34]=[CH:33][CH:32]=1.C1(C)C=CC=CC=1. (6) Given the product [CH3:12][O:11][C:7]1[CH:6]=[C:5]2[C:4]([CH2:3][C:2]([CH3:14])([CH3:13])[N:17]=[C:15]2[CH3:16])=[CH:9][C:8]=1[OH:10], predict the reactants needed to synthesize it. The reactants are: O[C:2]([CH3:14])([CH3:13])[CH2:3][C:4]1[CH:5]=[CH:6][C:7]([O:11][CH3:12])=[C:8]([OH:10])[CH:9]=1.[C:15](#[N:17])[CH3:16].S(=O)(=O)(O)O.[Na]. (7) Given the product [F:15][C:16]1[CH:17]=[C:18]([C:2]2[C:3]([C:4]([OH:6])=[O:5])=[CH:7][C:8]([S:11]([CH3:14])(=[O:13])=[O:12])=[CH:9][CH:10]=2)[CH:19]=[C:20]([F:22])[CH:21]=1, predict the reactants needed to synthesize it. The reactants are: I[C:2]1[CH:10]=[CH:9][C:8]([S:11]([CH3:14])(=[O:13])=[O:12])=[CH:7][C:3]=1[C:4]([OH:6])=[O:5].[F:15][C:16]1[CH:17]=[C:18](B(O)O)[CH:19]=[C:20]([F:22])[CH:21]=1. (8) The reactants are: Br[C:2]1[C:10]2[NH:9][C:8]3[CH:11]4[CH2:17][CH2:16][N:14]([CH2:15][C:7]=3[C:6]=2[CH:5]=[CH:4][CH:3]=1)[CH2:13][CH2:12]4.[CH:18]([C:20]1[CH:21]=[N:22][CH:23]=[N:24][CH:25]=1)=[CH2:19].S([O-])([O-])(=O)=O.[Mg+2]. Given the product [N:22]1[CH:21]=[C:20](/[CH:18]=[CH:19]/[C:2]2[C:10]3[NH:9][C:8]4[CH:11]5[CH2:17][CH2:16][N:14]([CH2:15][C:7]=4[C:6]=3[CH:5]=[CH:4][CH:3]=2)[CH2:13][CH2:12]5)[CH:25]=[N:24][CH:23]=1, predict the reactants needed to synthesize it. (9) Given the product [CH2:1]([O:3][C:4]([C:6]1[O:7][C:8]2[C:14]([CH2:15][C:17]3[N:18]=[CH:19][NH:20][CH:21]=3)=[CH:13][C:12]([CH3:35])=[CH:11][C:9]=2[CH:10]=1)=[O:5])[CH3:2], predict the reactants needed to synthesize it. The reactants are: [CH2:1]([O:3][C:4]([C:6]1[O:7][C:8]2[C:14]([CH:15]([C:17]3[N:18]=[C:19]([Si](C(C)(C)C)(C)C)[N:20](S(=O)(=O)N(C)C)[CH:21]=3)O)=[CH:13][C:12]([CH3:35])=[CH:11][C:9]=2[CH:10]=1)=[O:5])[CH3:2].